Dataset: Full USPTO retrosynthesis dataset with 1.9M reactions from patents (1976-2016). Task: Predict the reactants needed to synthesize the given product. Given the product [C:7]([C:6]1[C:9](=[O:20])[NH:10][CH:3]=[CH:4][C:5]=1[CH3:11])#[N:8], predict the reactants needed to synthesize it. The reactants are: CO[CH:3](OC)[CH2:4][C:5]([CH3:11])=[C:6]([C:9]#[N:10])[C:7]#[N:8].C(C(C#N)=C(C)C=C[O:20]C)#N.S(=O)(=O)(O)O.